From a dataset of Forward reaction prediction with 1.9M reactions from USPTO patents (1976-2016). Predict the product of the given reaction. (1) Given the reactants CN([CH:4]=[O:5])C.P(Cl)(Cl)(Cl)=O.[CH2:11]([C:13]1[C:14]([NH:20][CH2:21][CH2:22][NH:23][C:24](=[O:26])[CH3:25])=[C:15]([OH:19])[CH:16]=[CH:17][CH:18]=1)[CH3:12].[OH-].[Na+], predict the reaction product. The product is: [OH:19][C:15]1[C:14]([NH:20][CH2:21][CH2:22][NH:23][C:24](=[O:26])[CH3:25])=[C:13]([CH2:11][CH3:12])[CH:18]=[CH:17][C:16]=1[CH:4]=[O:5]. (2) Given the reactants [CH3:1][O:2][C:3]([C@:5]1([CH2:24][C:25]2[CH:30]=[CH:29][C:28]([Br:31])=[CH:27][CH:26]=2)[CH2:9][C@@H:8]([O:10][Si:11]([C:14]([CH3:17])([CH3:16])[CH3:15])([CH3:13])[CH3:12])[CH2:7][N:6]1C(OCC=C)=O)=[O:4].N12CCN(CC1)CC2.CCOC(C)=O.C([O-])(O)=O.[Na+], predict the reaction product. The product is: [CH3:1][O:2][C:3]([C@:5]1([CH2:24][C:25]2[CH:30]=[CH:29][C:28]([Br:31])=[CH:27][CH:26]=2)[CH2:9][C@@H:8]([O:10][Si:11]([C:14]([CH3:17])([CH3:15])[CH3:16])([CH3:13])[CH3:12])[CH2:7][NH:6]1)=[O:4].